Dataset: Reaction yield outcomes from USPTO patents with 853,638 reactions. Task: Predict the reaction yield, written as a fraction of the theoretical maximum amount of product (1.0 means a 100% yield; for example, 0.34 means a 34% yield). (1) The reactants are [CH3:1][O:2][CH2:3][CH:4]([NH:6][C:7]([C:9]1[CH:10]=[C:11]([C:16]2[CH:21]=[CH:20][C:19]([CH3:22])=[CH:18][CH:17]=2)[CH:12]=[C:13](I)[CH:14]=1)=[O:8])[CH3:5].[CH3:23][C:24]1[N:25]=[CH:26][S:27][CH:28]=1.CC(O[K])=O. The catalyst is CN(C=O)C.C1C=CC([P]([Pd]([P](C2C=CC=CC=2)(C2C=CC=CC=2)C2C=CC=CC=2)([P](C2C=CC=CC=2)(C2C=CC=CC=2)C2C=CC=CC=2)[P](C2C=CC=CC=2)(C2C=CC=CC=2)C2C=CC=CC=2)(C2C=CC=CC=2)C2C=CC=CC=2)=CC=1. The product is [CH3:1][O:2][CH2:3][CH:4]([NH:6][C:7]([C:9]1[CH:10]=[C:11]([C:16]2[CH:21]=[CH:20][C:19]([CH3:22])=[CH:18][CH:17]=2)[CH:12]=[C:13]([C:28]2[S:27][CH:26]=[N:25][C:24]=2[CH3:23])[CH:14]=1)=[O:8])[CH3:5]. The yield is 0.800. (2) The product is [C:33]([NH:1][C:2]1[CH:7]=[CH:6][C:5]([C:8]2[C:12]([CH2:13][N:14]([CH3:26])[CH2:15][CH2:16][N:17]([CH3:25])[C:18](=[O:24])[O:19][C:20]([CH3:23])([CH3:22])[CH3:21])=[CH:11][N:10]([CH:27]3[CH2:32][CH2:31][CH2:30][CH2:29][O:28]3)[N:9]=2)=[CH:4][CH:3]=1)(=[O:37])[C:34]([CH3:36])=[CH2:35]. The yield is 0.450. The reactants are [NH2:1][C:2]1[CH:7]=[CH:6][C:5]([C:8]2[C:12]([CH2:13][N:14]([CH3:26])[CH2:15][CH2:16][N:17]([CH3:25])[C:18](=[O:24])[O:19][C:20]([CH3:23])([CH3:22])[CH3:21])=[CH:11][N:10]([CH:27]3[CH2:32][CH2:31][CH2:30][CH2:29][O:28]3)[N:9]=2)=[CH:4][CH:3]=1.[C:33](Cl)(=[O:37])[C:34]([CH3:36])=[CH2:35].O. The catalyst is C(Cl)Cl.CO. (3) The reactants are [Cl:1][C:2]1[CH:3]=[C:4]([C:8]#[C:9][C:10]2[NH:11][O:12][CH:13]3[NH:17][CH2:16][CH2:15][C:14]=23)[CH:5]=[CH:6][CH:7]=1.C(N(CC)CC)C.[CH:25]1([N:30]=[C:31]=[O:32])[CH2:29][CH2:28][CH2:27][CH2:26]1.O. The catalyst is C(Cl)Cl. The product is [Cl:1][C:2]1[CH:3]=[C:4]([C:8]#[C:9][C:10]2[CH:14]3[CH2:15][CH2:16][N:17]([C:31]([NH:30][CH:25]4[CH2:29][CH2:28][CH2:27][CH2:26]4)=[O:32])[CH:13]3[O:12][N:11]=2)[CH:5]=[CH:6][CH:7]=1. The yield is 0.360. (4) The reactants are [NH2:1][C:2]1[N:3]=[CH:4][C:5]([C:13]2[CH:14]=[C:15]([CH:20]=[CH:21][CH:22]=2)[C:16]([O:18]C)=[O:17])=[N:6][C:7]=1[C:8]([NH:10][CH2:11][CH3:12])=[O:9].[OH-].[Na+]. The catalyst is CO. The yield is 0.970. The product is [NH2:1][C:2]1[N:3]=[CH:4][C:5]([C:13]2[CH:14]=[C:15]([CH:20]=[CH:21][CH:22]=2)[C:16]([OH:18])=[O:17])=[N:6][C:7]=1[C:8]([NH:10][CH2:11][CH3:12])=[O:9]. (5) The reactants are [Br:1][C:2]1[CH:3]=[CH:4][C:5]2[N:6]([C:8]([SH:11])=[N:9][N:10]=2)[CH:7]=1.C[C:13]1(C)[C:39]2[C:34](=[C:35](P(C3C=CC=CC=3)C3C=CC=CC=3)[CH:36]=[CH:37][CH:38]=2)OC2C(P(C3C=CC=CC=3)C3C=CC=CC=3)=CC=[CH:19][C:14]1=2.C[CH2:55][N:56]([CH:60](C)C)C(C)C.[N:63]#N.[CH3:65][N:66]([CH:68]=O)[CH3:67]. The catalyst is C1C=CC(/C=C/C(/C=C/C2C=CC=CC=2)=O)=CC=1.C1C=CC(/C=C/C(/C=C/C2C=CC=CC=2)=O)=CC=1.C1C=CC(/C=C/C(/C=C/C2C=CC=CC=2)=O)=CC=1.[Pd].[Pd]. The product is [Br:1][C:2]1[CH:3]=[CH:4][C:5]2[N:6]([C:8]([S:11][C:37]3[CH:38]=[C:39]4[C:34](=[CH:35][CH:36]=3)[N:63]=[CH:19][C:14]([N:56]3[CH2:60][CH2:68][N:66]([CH3:67])[CH2:65][CH2:55]3)=[CH:13]4)=[N:9][N:10]=2)[CH:7]=1. The yield is 0.440. (6) The reactants are F[C:2]1[C:3]([C:8]2[NH:17][C:16](=[O:18])[C:15]3[C:10](=[CH:11][C:12]([O:21][CH3:22])=[CH:13][C:14]=3[O:19][CH3:20])[N:9]=2)=[N:4][CH:5]=[CH:6][CH:7]=1.[CH2:23]([N:30]1[CH2:35][CH2:34][CH:33]([NH2:36])[CH2:32][CH2:31]1)[C:24]1[CH:29]=[CH:28][CH:27]=[CH:26][CH:25]=1.C[Si]([N-][Si](C)(C)C)(C)C.[Li+]. The catalyst is C1COCC1. The product is [CH2:23]([N:30]1[CH2:35][CH2:34][CH:33]([NH:36][C:2]2[C:3]([C:8]3[NH:17][C:16](=[O:18])[C:15]4[C:10](=[CH:11][C:12]([O:21][CH3:22])=[CH:13][C:14]=4[O:19][CH3:20])[N:9]=3)=[N:4][CH:5]=[CH:6][CH:7]=2)[CH2:32][CH2:31]1)[C:24]1[CH:25]=[CH:26][CH:27]=[CH:28][CH:29]=1. The yield is 0.600. (7) The reactants are Br[CH:2]1[CH2:8][CH2:7][N:6]([CH2:9][CH2:10][N:11]2[CH2:16][CH2:15][O:14][CH2:13][CH2:12]2)[C:5]2[N:17]([CH2:20][C:21]3[CH:26]=[CH:25][C:24]([O:27][CH3:28])=[CH:23][CH:22]=3)[N:18]=[CH:19][C:4]=2[C:3]1=O.[F:30][C:31]1[CH:32]=[N:33][C:34]([NH:37][C:38]([NH2:40])=[S:39])=[N:35][CH:36]=1. The catalyst is CCO.CC(C)=O.CCOC(C)=O. The product is [F:30][C:31]1[CH:32]=[N:33][C:34]([NH:37][C:38]2[S:39][C:2]3[CH2:8][CH2:7][N:6]([CH2:9][CH2:10][N:11]4[CH2:12][CH2:13][O:14][CH2:15][CH2:16]4)[C:5]4[N:17]([CH2:20][C:21]5[CH:22]=[CH:23][C:24]([O:27][CH3:28])=[CH:25][CH:26]=5)[N:18]=[CH:19][C:4]=4[C:3]=3[N:40]=2)=[N:35][CH:36]=1. The yield is 0.560.